Task: Predict the product of the given reaction.. Dataset: Forward reaction prediction with 1.9M reactions from USPTO patents (1976-2016) (1) Given the reactants [C:1]([C:9](=[CH:15][NH:16][C:17]1[CH:22]=[CH:21][CH:20]=[CH:19][C:18]=1[C:23]([F:26])([F:25])[F:24])[C:10](OCC)=[O:11])(=[O:8])[C:2]1[CH:7]=[CH:6][CH:5]=[CH:4][CH:3]=1.CCCCCC, predict the reaction product. The product is: [OH:11][C:10]1[C:22]2[C:17](=[C:18]([C:23]([F:24])([F:26])[F:25])[CH:19]=[CH:20][CH:21]=2)[N:16]=[CH:15][C:9]=1[C:1]([C:2]1[CH:7]=[CH:6][CH:5]=[CH:4][CH:3]=1)=[O:8]. (2) Given the reactants [Cl:1][C:2]1[N:7]=[C:6](Cl)[CH:5]=[C:4]([CH3:9])[N:3]=1.Cl.[C:11]([O:15][C:16](=[O:20])[CH2:17][NH:18][CH3:19])([CH3:14])([CH3:13])[CH3:12], predict the reaction product. The product is: [C:11]([O:15][C:16](=[O:20])[CH2:17][N:18]([C:6]1[CH:5]=[C:4]([CH3:9])[N:3]=[C:2]([Cl:1])[N:7]=1)[CH3:19])([CH3:14])([CH3:13])[CH3:12]. (3) Given the reactants Br[C:2]1[CH:3]=[CH:4][C:5]2[N:9]=[C:8]([CH3:10])[N:7]([C@@H:11]3[CH2:15][CH2:14][N:13]([C:16]([O:18][C:19]([CH3:22])([CH3:21])[CH3:20])=[O:17])[CH2:12]3)[C:6]=2[CH:23]=1.[B:24]1([B:24]2[O:28][C:27]([CH3:30])([CH3:29])[C:26]([CH3:32])([CH3:31])[O:25]2)[O:28][C:27]([CH3:30])([CH3:29])[C:26]([CH3:32])([CH3:31])[O:25]1.C(Cl)Cl.CC([O-])=O.[K+], predict the reaction product. The product is: [CH3:10][C:8]1[N:7]([C@@H:11]2[CH2:15][CH2:14][N:13]([C:16]([O:18][C:19]([CH3:22])([CH3:21])[CH3:20])=[O:17])[CH2:12]2)[C:6]2[CH:23]=[C:2]([B:24]3[O:28][C:27]([CH3:30])([CH3:29])[C:26]([CH3:32])([CH3:31])[O:25]3)[CH:3]=[CH:4][C:5]=2[N:9]=1. (4) Given the reactants [C:1]([O:5][C:6]([N:8]1[CH2:18][CH2:17][C:11]2([C:15](=[O:16])[NH:14][CH2:13][CH2:12]2)[CH2:10][CH2:9]1)=[O:7])([CH3:4])([CH3:3])[CH3:2].Br[C:20]1[CH:25]=[CH:24][C:23]([Cl:26])=[C:22]([O:27][CH3:28])[CH:21]=1.CN(C)CCN.C([O-])([O-])=O.[Cs+].[Cs+], predict the reaction product. The product is: [C:1]([O:5][C:6]([N:8]1[CH2:9][CH2:10][C:11]2([C:15](=[O:16])[N:14]([C:20]3[CH:25]=[CH:24][C:23]([Cl:26])=[C:22]([O:27][CH3:28])[CH:21]=3)[CH2:13][CH2:12]2)[CH2:17][CH2:18]1)=[O:7])([CH3:4])([CH3:2])[CH3:3]. (5) Given the reactants Br[C:2]1[CH:9]=[C:8]([F:10])[CH:7]=[C:6](Br)[C:3]=1[CH:4]=[O:5].[CH:12]1([C:15]2[CH:26]=[C:25]([F:27])[C:18]3[C:19](=[O:24])[NH:20][CH2:21][CH2:22][O:23][C:17]=3[CH:16]=2)[CH2:14][CH2:13]1.CC1(C)C(C)(C)OB(B2OC(C)(C)C(C)(C)O2)O1.Cl[C:47]1[CH:52]=[CH:51][N:50]=[C:49]([NH2:53])[C:48]=1[N+:54]([O-])=O.[CH3:57][N:58]1[CH:62]=[C:61]([CH:63]=O)[CH:60]=[N:59]1, predict the reaction product. The product is: [CH:12]1([C:15]2[CH:26]=[C:25]([F:27])[C:18]3[C:19](=[O:24])[N:20]([C:2]4[CH:9]=[C:8]([F:10])[CH:7]=[C:6]([C:47]5[CH:52]=[CH:51][N:50]=[C:49]6[NH:53][C:63]([C:61]7[CH:60]=[N:59][N:58]([CH3:57])[CH:62]=7)=[N:54][C:48]=56)[C:3]=4[CH2:4][OH:5])[CH2:21][CH2:22][O:23][C:17]=3[CH:16]=2)[CH2:14][CH2:13]1. (6) Given the reactants [CH2:1]([C:3]1[N:7]([CH2:8][C:9]2[CH:14]=[CH:13][C:12]([F:15])=[CH:11][CH:10]=2)[C:6]([CH:16]=O)=[N:5][CH:4]=1)[CH3:2].[NH2:18][CH2:19][C:20]1[N:25]=[C:24]([CH3:26])[CH:23]=[C:22]([C:27]([O:29][CH3:30])=[O:28])[CH:21]=1, predict the reaction product. The product is: [CH2:1]([C:3]1[N:7]([CH2:8][C:9]2[CH:10]=[CH:11][C:12]([F:15])=[CH:13][CH:14]=2)[C:6]([CH2:16][NH:18][CH2:19][C:20]2[N:25]=[C:24]([CH3:26])[CH:23]=[C:22]([C:27]([O:29][CH3:30])=[O:28])[CH:21]=2)=[N:5][CH:4]=1)[CH3:2]. (7) Given the reactants [OH:1][C@H:2]1[CH2:19][CH2:18][C@@:17]2([CH3:20])[C@@H:4]([CH2:5][CH2:6][C@:7]3([CH3:31])[C@@H:16]2[CH2:15][CH2:14][C@H:13]2[C@@:8]3([CH3:30])[CH2:9][CH2:10][C@@:11]3([C:27]([OH:29])=[O:28])[CH2:23][CH2:22][C@@H:21]([C:24]([CH3:26])=[CH2:25])[C@@H:12]32)[C:3]1([CH3:33])[CH3:32].[CH3:34][CH2:35][O:36][C:37]([CH3:39])=[O:38], predict the reaction product. The product is: [CH2:35]([O:36][C:37]([C@@H:39]1[CH2:32][C@H:3]([C:2]([O:1][C@H:2]2[CH2:19][CH2:18][C@@:17]3([CH3:20])[C@@H:4]([CH2:5][CH2:6][C@:7]4([CH3:31])[C@@H:16]3[CH2:15][CH2:14][C@H:13]3[C@@:8]4([CH3:30])[CH2:9][CH2:10][C@@:11]4([C:27]([OH:29])=[O:28])[CH2:23][CH2:22][C@@H:21]([C:24]([CH3:26])=[CH2:25])[C@@H:12]43)[C:3]2([CH3:33])[CH3:32])=[O:1])[C:4]1([CH3:17])[CH3:5])=[O:38])[C:34]1[CH:9]=[CH:8][CH:7]=[CH:16][CH:15]=1. (8) Given the reactants [F:1][C:2]([F:24])([F:23])[C:3]1([O:18][Si](C)(C)C)[CH2:9][CH:8]2[N:10]([C:11]([O:13][C:14]([CH3:17])([CH3:16])[CH3:15])=[O:12])[CH:5]([CH2:6][CH2:7]2)[CH2:4]1.C(O[O-])=O.[K+], predict the reaction product. The product is: [OH:18][C:3]1([C:2]([F:24])([F:1])[F:23])[CH2:9][CH:8]2[N:10]([C:11]([O:13][C:14]([CH3:17])([CH3:15])[CH3:16])=[O:12])[CH:5]([CH2:6][CH2:7]2)[CH2:4]1.